This data is from Reaction yield outcomes from USPTO patents with 853,638 reactions. The task is: Predict the reaction yield, written as a fraction of the theoretical maximum amount of product (1.0 means a 100% yield; for example, 0.34 means a 34% yield). The reactants are Br[CH:2]=[C:3]1[C:9]2[CH:10]=[CH:11][C:12]([F:14])=[CH:13][C:8]=2[CH2:7][O:6][C:5]2[CH:15]=[C:16]([F:19])[CH:17]=[CH:18][C:4]1=2.CC1(C)C(C)(C)OB([C:28]2[CH:37]=[CH:36][C:31]3[NH:32][C:33](=[O:35])[NH:34][C:30]=3[CH:29]=2)O1.C([O-])([O-])=O.[Na+].[Na+].O1CCOCC1. The catalyst is C1C=CC([P]([Pd]([P](C2C=CC=CC=2)(C2C=CC=CC=2)C2C=CC=CC=2)([P](C2C=CC=CC=2)(C2C=CC=CC=2)C2C=CC=CC=2)[P](C2C=CC=CC=2)(C2C=CC=CC=2)C2C=CC=CC=2)(C2C=CC=CC=2)C2C=CC=CC=2)=CC=1.CO. The product is [F:19][C:16]1[CH:17]=[CH:18][C:4]2[C:3](=[CH:2][C:28]3[CH:37]=[CH:36][C:31]4[NH:32][C:33](=[O:35])[NH:34][C:30]=4[CH:29]=3)[C:9]3[CH:10]=[CH:11][C:12]([F:14])=[CH:13][C:8]=3[CH2:7][O:6][C:5]=2[CH:15]=1. The yield is 0.270.